From a dataset of Forward reaction prediction with 1.9M reactions from USPTO patents (1976-2016). Predict the product of the given reaction. (1) Given the reactants Cl[CH2:2][CH2:3][CH2:4][S:5]([N:8]1[CH2:13][CH2:12][CH:11]([C:14]2[C:22]3[C:17](=[C:18]([C:29]([NH2:31])=[O:30])[CH:19]=[C:20]([C:23]4[CH:28]=[CH:27][CH:26]=[CH:25][CH:24]=4)[CH:21]=3)[NH:16][CH:15]=2)[CH2:10][CH2:9]1)(=[O:7])=[O:6].[CH2:32]([C:34]1[CH:35]=[C:36]([OH:40])[CH:37]=[CH:38][CH:39]=1)[CH3:33].C([O-])([O-])=O.[K+].[K+].[I-].[Na+], predict the reaction product. The product is: [CH2:32]([C:34]1[CH:35]=[C:36]([O:40][CH2:2][CH2:3][CH2:4][S:5]([N:8]2[CH2:13][CH2:12][CH:11]([C:14]3[C:22]4[C:17](=[C:18]([C:29]([NH2:31])=[O:30])[CH:19]=[C:20]([C:23]5[CH:28]=[CH:27][CH:26]=[CH:25][CH:24]=5)[CH:21]=4)[NH:16][CH:15]=3)[CH2:10][CH2:9]2)(=[O:7])=[O:6])[CH:37]=[CH:38][CH:39]=1)[CH3:33]. (2) Given the reactants [CH3:1][C:2]1[NH:6][N:5]=[C:4]([C:7]2[O:11][N:10]=[C:9]([C:12]3[CH:17]=[CH:16][C:15]([O:18][C:19]([F:22])([F:21])[F:20])=[CH:14][CH:13]=3)[N:8]=2)[N:3]=1.C([O-])([O-])=O.[Cs+].[Cs+].[Cl:29][C:30]1[CH:35]=[C:34]([CH2:36]Cl)[CH:33]=[CH:32][N:31]=1, predict the reaction product. The product is: [Cl:29][C:30]1[CH:35]=[C:34]([CH2:36][N:6]2[C:2]([CH3:1])=[N:3][C:4]([C:7]3[O:11][N:10]=[C:9]([C:12]4[CH:13]=[CH:14][C:15]([O:18][C:19]([F:22])([F:20])[F:21])=[CH:16][CH:17]=4)[N:8]=3)=[N:5]2)[CH:33]=[CH:32][N:31]=1. (3) Given the reactants [Cl:1][C:2]1[C:3]([CH:9]=[CH2:10])=[N:4][CH:5]=[C:6]([Cl:8])[CH:7]=1.[N+](=[CH:13][C:14]([O:16][CH2:17][CH3:18])=[O:15])=[N-], predict the reaction product. The product is: [Cl:1][C:2]1[C:3]([CH:9]2[CH2:10][CH:13]2[C:14]([O:16][CH2:17][CH3:18])=[O:15])=[N:4][CH:5]=[C:6]([Cl:8])[CH:7]=1. (4) Given the reactants [CH3:1][C:2]([C:8]1[CH:13]=[CH:12][C:11]([NH:14][C:15]2[C:25]3[CH2:24][CH2:23][N:22]([C:26]4[C:31]([C:32]([F:35])([F:34])[F:33])=[CH:30][CH:29]=[CH:28][N:27]=4)[CH2:21][CH2:20][C:19]=3[N:18]=[C:17]([CH:36]([CH3:38])[CH3:37])[N:16]=2)=[CH:10][CH:9]=1)([CH3:7])[C:3]([O:5]C)=[O:4].C1COCC1.O.[OH-].[Li+], predict the reaction product. The product is: [CH3:7][C:2]([C:8]1[CH:9]=[CH:10][C:11]([NH:14][C:15]2[C:25]3[CH2:24][CH2:23][N:22]([C:26]4[C:31]([C:32]([F:34])([F:35])[F:33])=[CH:30][CH:29]=[CH:28][N:27]=4)[CH2:21][CH2:20][C:19]=3[N:18]=[C:17]([CH:36]([CH3:38])[CH3:37])[N:16]=2)=[CH:12][CH:13]=1)([CH3:1])[C:3]([OH:5])=[O:4]. (5) Given the reactants [F:1][C:2]1[CH:17]=[CH:16][C:5]2[NH:6]/[C:7](=[CH:10]\[C:11](OCC)=[O:12])/[CH2:8][O:9][C:4]=2[CH:3]=1.[CH3:18][NH2:19], predict the reaction product. The product is: [F:1][C:2]1[CH:17]=[CH:16][C:5]2[NH:6]/[C:7](=[CH:10]\[C:11]([NH:19][CH3:18])=[O:12])/[CH2:8][O:9][C:4]=2[CH:3]=1. (6) Given the reactants [O:1]1[CH:5]=[CH:4][CH:3]=[C:2]1C=O.[NH2:8][C:9]1[CH:10]=[CH:11][C:12]([Cl:31])=[C:13]([S:15]([NH:18][C@@H:19]2[CH2:23][CH2:22][N:21]([C:24](OC(C)(C)C)=O)[CH2:20]2)(=[O:17])=[O:16])[CH:14]=1.CC[N:34](C(C)C)C(C)C.BrC#N.C(O)C(N)(CO)CO, predict the reaction product. The product is: [Cl:31][C:12]1[CH:11]=[CH:10][C:9]([NH:8][C:2]2[O:1][CH:5]=[CH:4][CH:3]=2)=[CH:14][C:13]=1[S:15]([NH:18][C@@H:19]1[CH2:23][CH2:22][N:21]([C:24]#[N:34])[CH2:20]1)(=[O:17])=[O:16].